This data is from Reaction yield outcomes from USPTO patents with 853,638 reactions. The task is: Predict the reaction yield, written as a fraction of the theoretical maximum amount of product (1.0 means a 100% yield; for example, 0.34 means a 34% yield). No catalyst specified. The reactants are [ClH:1].Cl.NCCCC1N=C(N)NC=1.C(OC([N:20]1[CH:24]=[C:23]([CH2:25][CH2:26][CH2:27][C:28](=O)[NH:29]C2CCCC2)[N:22]=[C:21]1[NH2:36])=O)(C)(C)C. The yield is 0.180. The product is [ClH:1].[ClH:1].[NH2:29][CH2:28][CH2:27][CH2:26][CH2:25][C:23]1[N:22]=[C:21]([NH2:36])[NH:20][CH:24]=1.